This data is from Reaction yield outcomes from USPTO patents with 853,638 reactions. The task is: Predict the reaction yield, written as a fraction of the theoretical maximum amount of product (1.0 means a 100% yield; for example, 0.34 means a 34% yield). (1) The catalyst is CO. The product is [O:5]=[C:6]1[CH2:11][CH2:10][C:9]([C:15]2[CH:16]=[CH:17][CH:18]=[CH:19][CH:20]=2)([C:12]([O:14][CH3:1])=[O:13])[CH2:8][CH2:7]1. The reactants are [C:1](Cl)(=O)C.[O:5]=[C:6]1[CH2:11][CH2:10][C:9]([C:15]2[CH:20]=[CH:19][CH:18]=[CH:17][CH:16]=2)([C:12]([OH:14])=[O:13])[CH2:8][CH2:7]1.C(=O)([O-])O.[Na+]. The yield is 0.980. (2) The reactants are [Cl:1][C:2]1[CH:10]=[C:6]([C:7]([OH:9])=O)[C:5]([OH:11])=[CH:4][CH:3]=1.[NH2:12][C:13]1[S:14][CH:15]=[C:16]([C:18]2[C:23]([F:24])=[C:22]([F:25])[C:21]([F:26])=[C:20]([F:27])[C:19]=2[F:28])[N:17]=1. No catalyst specified. The product is [Cl:1][C:2]1[CH:3]=[CH:4][C:5]([OH:11])=[C:6]([CH:10]=1)[C:7]([NH:12][C:13]1[S:14][CH:15]=[C:16]([C:18]2[C:19]([F:28])=[C:20]([F:27])[C:21]([F:26])=[C:22]([F:25])[C:23]=2[F:24])[N:17]=1)=[O:9]. The yield is 0.238. (3) The reactants are C(Cl)(=O)C(Cl)=O.[C:7]([CH2:10][CH2:11][CH2:12][O:13][C:14]1[CH:23]=[C:22]2[C:17]([C:18]([NH:24][C:25]3[CH:30]=[CH:29][C:28]([Cl:31])=[CH:27][C:26]=3[F:32])=[N:19][CH:20]=[N:21]2)=[CH:16][C:15]=1[O:33][CH3:34])(O)=[O:8].[NH:35]1[CH2:39][CH2:38][CH2:37][CH2:36]1. The catalyst is C(Cl)Cl.CN(C=O)C.CN(C)C(=O)C. The product is [Cl:31][C:28]1[CH:29]=[CH:30][C:25]([NH:24][C:18]2[C:17]3[C:22](=[CH:23][C:14]([O:13][CH2:12][CH2:11][CH2:10][C:7]([N:35]4[CH2:39][CH2:38][CH2:37][CH2:36]4)=[O:8])=[C:15]([O:33][CH3:34])[CH:16]=3)[N:21]=[CH:20][N:19]=2)=[C:26]([F:32])[CH:27]=1. The yield is 0.700. (4) The reactants are [CH:1]1([NH:6][C:7]([C:9]2[N:14]([N+:15]([O-])=O)C(C)=C[NH:11][CH:10]=2)=[O:8])[CH2:5][CH2:4][CH2:3][CH2:2]1.C([O-])=O.[NH4+].[N:23]1[CH:28]=[CH:27][N:26]=[CH:25][C:24]=1[C:29]([OH:31])=O.[CH3:32][CH2:33]N=C=NCCCN(C)C.C1C=CC2N(O)N=NC=2C=1. The catalyst is C(O)C.O.[C].[Pd]. The product is [CH:1]1([NH:6][C:7]([C:9]2[C:10]([NH:11][C:29]([C:24]3[CH:25]=[N:26][CH:27]=[CH:28][N:23]=3)=[O:31])=[C:32]([CH3:33])[NH:15][N:14]=2)=[O:8])[CH2:2][CH2:3][CH2:4][CH2:5]1. The yield is 0.740. (5) The reactants are [C:1]([C:3]1[CH:4]=[C:5]([C@@H:13]([CH2:17][CH:18]2[CH2:22][CH2:21][CH2:20][CH2:19]2)[C:14]([OH:16])=O)[CH:6]=[CH:7][C:8]=1[S:9]([CH3:12])(=[O:11])=[O:10])#[N:2].C(Cl)(=O)C(Cl)=O.[NH2:29][C:30]1[CH:34]=[CH:33][N:32]([CH2:35][CH2:36][CH2:37][OH:38])[N:31]=1.N1C(C)=CC=CC=1C. The catalyst is CN(C)C=O.C(Cl)Cl. The product is [C:1]([C:3]1[CH:4]=[C:5]([C@@H:13]([CH2:17][CH:18]2[CH2:19][CH2:20][CH2:21][CH2:22]2)[C:14]([NH:29][C:30]2[CH:34]=[CH:33][N:32]([CH2:35][CH2:36][CH2:37][OH:38])[N:31]=2)=[O:16])[CH:6]=[CH:7][C:8]=1[S:9]([CH3:12])(=[O:11])=[O:10])#[N:2]. The yield is 0.680. (6) The reactants are [CH2:1]([O:4][C:5]1[CH:6]=[C:7]([CH:12]=[C:13]([C:15]#[N:16])[CH:14]=1)[C:8]([O:10]C)=[O:9])[CH:2]=[CH2:3].[OH-].[Li+]. The catalyst is CO.O1CCCC1. The product is [CH2:1]([O:4][C:5]1[CH:6]=[C:7]([CH:12]=[C:13]([C:15]#[N:16])[CH:14]=1)[C:8]([OH:10])=[O:9])[CH:2]=[CH2:3]. The yield is 0.740. (7) The reactants are [NH2:1][C:2]1[CH:10]=[CH:9][C:5]([C:6]([OH:8])=[O:7])=[CH:4][CH:3]=1.[F:11][C:12]([F:23])([F:22])[C:13](O[C:13](=[O:14])[C:12]([F:23])([F:22])[F:11])=[O:14]. The catalyst is C(O)(C(F)(F)F)=O. The product is [F:11][C:12]([F:23])([F:22])[C:13]([NH:1][C:2]1[CH:10]=[CH:9][C:5]([C:6]([OH:8])=[O:7])=[CH:4][CH:3]=1)=[O:14]. The yield is 0.980.